Dataset: Catalyst prediction with 721,799 reactions and 888 catalyst types from USPTO. Task: Predict which catalyst facilitates the given reaction. (1) Reactant: C([O:4][C:5]1[C:6]([O:29][CH2:30][CH3:31])=[CH:7][CH:8]=[C:9]2[C:14]=1[CH:13]=[N:12][CH:11]=[C:10]2[C:15](=[O:28])[C:16]1[CH:21]=[C:20]([O:22][CH3:23])[C:19]([O:24][CH3:25])=[C:18]([O:26][CH3:27])[CH:17]=1)(=O)C.N.C(Cl)[Cl:34]. Product: [ClH:34].[CH2:30]([O:29][C:6]1[C:5]([OH:4])=[C:14]2[C:9]([C:10]([C:15]([C:16]3[CH:17]=[C:18]([O:26][CH3:27])[C:19]([O:24][CH3:25])=[C:20]([O:22][CH3:23])[CH:21]=3)=[O:28])=[CH:11][N:12]=[CH:13]2)=[CH:8][CH:7]=1)[CH3:31]. The catalyst class is: 5. (2) Reactant: CC(C)([O-])C.[K+].C1COCC1.[CH3:12][N:13]1[CH2:18][CH2:17][N:16]([C:19]2[CH:24]=[C:23]([N:25]3[CH:34]([CH3:35])[CH2:33][C:32]4[C:27](=[CH:28][C:29]([C:36]5[CH:40]=[CH:39][NH:38][N:37]=5)=[CH:30][CH:31]=4)[CH2:26]3)[N:22]=[C:21]([NH2:41])[N:20]=2)[CH2:15][CH2:14]1.Br[CH2:43][C:44]#[N:45]. Product: [NH2:41][C:21]1[N:22]=[C:23]([N:25]2[CH:34]([CH3:35])[CH2:33][C:32]3[C:27](=[CH:28][C:29]([C:36]4[CH:40]=[CH:39][N:38]([CH2:43][C:44]#[N:45])[N:37]=4)=[CH:30][CH:31]=3)[CH2:26]2)[CH:24]=[C:19]([N:16]2[CH2:15][CH2:14][N:13]([CH3:12])[CH2:18][CH2:17]2)[N:20]=1. The catalyst class is: 3. (3) Reactant: [Br:1][C:2]1[CH:9]=[C:6]([CH:7]=[O:8])[C:5]([OH:10])=[CH:4][CH:3]=1.C(=O)([O-])[O-].[K+].[K+].[CH2:17](Br)[CH2:18][CH2:19][CH2:20][CH2:21][CH2:22][CH2:23][CH3:24].O. Product: [Br:1][C:2]1[CH:3]=[CH:4][C:5]([O:10][CH2:17][CH2:18][CH2:19][CH2:20][CH2:21][CH2:22][CH2:23][CH3:24])=[C:6]([CH:9]=1)[CH:7]=[O:8]. The catalyst class is: 9. (4) Reactant: Br[C:2]1[CH:3]=[C:4]2[C:9](=[CH:10][CH:11]=1)[N:8]=[C:7]([C:12]([F:15])([F:14])[F:13])[C:6]([C:16]1[CH:21]=[CH:20][CH:19]=[CH:18][CH:17]=1)=[C:5]2[C:22]([F:25])([F:24])[F:23].C([Mg]Cl)(C)C.[C:31]([CH:39]1[CH2:44][CH2:43][N:42]([C:45](=[O:47])[CH3:46])[CH2:41][CH2:40]1)(=[O:38])[C:32]1[CH:37]=[CH:36][CH:35]=[CH:34][CH:33]=1. Product: [OH:38][C:31]([C:32]1[CH:33]=[CH:34][CH:35]=[CH:36][CH:37]=1)([C:2]1[CH:3]=[C:4]2[C:9](=[CH:10][CH:11]=1)[N:8]=[C:7]([C:12]([F:13])([F:15])[F:14])[C:6]([C:16]1[CH:17]=[CH:18][CH:19]=[CH:20][CH:21]=1)=[C:5]2[C:22]([F:23])([F:24])[F:25])[CH:39]1[CH2:40][CH2:41][N:42]([C:45](=[O:47])[CH3:46])[CH2:43][CH2:44]1. The catalyst class is: 1. (5) Product: [CH:1]1([C:4]2[N:5]=[CH:6][C:7]([O:10][C@H:11]3[CH2:19][N:14]4[CH2:15][CH2:16][N:17]([S:35]([C:30]5[CH:31]=[CH:32][CH:33]=[CH:34][C:29]=5[C:28]([F:27])([F:39])[F:40])(=[O:37])=[O:36])[CH2:18][C@@H:13]4[CH2:12]3)=[N:8][CH:9]=2)[CH2:3][CH2:2]1. Reactant: [CH:1]1([C:4]2[N:5]=[CH:6][C:7]([O:10][C@H:11]3[CH2:19][N:14]4[CH2:15][CH2:16][NH:17][CH2:18][C@@H:13]4[CH2:12]3)=[N:8][CH:9]=2)[CH2:3][CH2:2]1.C(N(CC)CC)C.[F:27][C:28]([F:40])([F:39])[C:29]1[CH:34]=[CH:33][CH:32]=[CH:31][C:30]=1[S:35](Cl)(=[O:37])=[O:36]. The catalyst class is: 4. (6) Reactant: [CH2:1]([C@@H:8]1[CH2:19][N:18]2[C:10]([C:11]3[NH:12][C:13]([CH:21]4[CH2:25][CH2:24][CH2:23][CH2:22]4)=[N:14][C:15]=3[N:16]=[C:17]2Cl)=[N:9]1)[C:2]1[CH:7]=[CH:6][CH:5]=[CH:4][CH:3]=1.C(=O)([O-])[O-].[Cs+].[Cs+].[C-:32]#[N:33].[K+].O. Product: [CH2:1]([C@@H:8]1[CH2:19][N:18]2[C:10]([C:11]3[NH:12][C:13]([CH:21]4[CH2:25][CH2:24][CH2:23][CH2:22]4)=[N:14][C:15]=3[N:16]=[C:17]2[C:32]#[N:33])=[N:9]1)[C:2]1[CH:7]=[CH:6][CH:5]=[CH:4][CH:3]=1. The catalyst class is: 9. (7) Reactant: [OH:1][N:2]1[C:6](=[O:7])[CH2:5][CH2:4][C:3]1=[O:8].[C:9]([OH:28])(=[O:27])[CH2:10][CH2:11][CH2:12][CH2:13][CH2:14][CH2:15][CH2:16]/[CH:17]=[CH:18]\[CH2:19][CH2:20]CCCCCC.ON1C(=O)CCC1=O.CCN(C(C)C)C(C)C.C(Cl)(=O)CCCCCCCCCCC. Product: [OH:1][N:2]1[C:6](=[O:7])[CH2:5][CH2:4][C:3]1=[O:8].[C:9]([OH:28])(=[O:27])[CH2:10][CH2:11][CH2:12][CH2:13][CH2:14][CH2:15][CH2:16][CH2:17][CH2:18][CH2:19][CH3:20]. The catalyst class is: 1.